From a dataset of Forward reaction prediction with 1.9M reactions from USPTO patents (1976-2016). Predict the product of the given reaction. (1) The product is: [C:1]([CH2:3][NH:4][C:5](=[O:6])[CH:7]([O:12][CH:13]([C:35]1[CH:40]=[CH:39][CH:38]=[CH:37][CH:36]=1)[C:14]1[CH:34]=[CH:33][C:17]([C:18]([N:20]2[CH2:21][CH2:22][NH:23][CH2:24][CH2:25]2)=[O:19])=[CH:16][CH:15]=1)[CH2:8][CH:9]([CH3:11])[CH3:10])#[N:2]. Given the reactants [C:1]([CH2:3][NH:4][C:5]([CH:7]([O:12][CH:13]([C:35]1[CH:40]=[CH:39][CH:38]=[CH:37][CH:36]=1)[C:14]1[CH:34]=[CH:33][C:17]([C:18]([N:20]2[CH2:25][CH2:24][N:23](C(OC(C)(C)C)=O)[CH2:22][CH2:21]2)=[O:19])=[CH:16][CH:15]=1)[CH2:8][CH:9]([CH3:11])[CH3:10])=[O:6])#[N:2], predict the reaction product. (2) Given the reactants C[O:2][CH:3](OC)[C:4]1[CH:9]=[CH:8][C:7]([CH:10]2[NH:22][C:20]3[C:21]4[C:12](=[N:13][NH:14][C:15](=[O:23])[C:16]=4[CH:17]=[CH:18][CH:19]=3)[CH:11]2[C:24]2[CH:29]=[CH:28][CH:27]=[CH:26][CH:25]=2)=[CH:6][CH:5]=1.C(=O)([O-])[O-].[K+].[K+], predict the reaction product. The product is: [O:23]=[C:15]1[C:16]2[CH:17]=[CH:18][CH:19]=[C:20]3[NH:22][CH:10]([C:7]4[CH:6]=[CH:5][C:4]([CH:3]=[O:2])=[CH:9][CH:8]=4)[CH:11]([C:24]4[CH:29]=[CH:28][CH:27]=[CH:26][CH:25]=4)[C:12]([C:21]=23)=[N:13][NH:14]1. (3) Given the reactants [CH2:1]([O:3][C:4]([C:6]1[N:7]([C:19]2[CH:24]=[CH:23][C:22]([O:25][CH:26]([CH3:28])[CH3:27])=[CH:21][CH:20]=2)[C:8]2[C:13]([CH:14]=1)=[CH:12][C:11]([O:15][C:16](=[O:18])[CH3:17])=[CH:10][CH:9]=2)=[O:5])[CH3:2].C(=O)=O.C([O-])(O)=O.[Na+].C(Cl)[Cl:38], predict the reaction product. The product is: [CH2:1]([O:3][C:4]([C:6]1[N:7]([C:19]2[CH:20]=[CH:21][C:22]([O:25][CH:26]([CH3:27])[CH3:28])=[CH:23][CH:24]=2)[C:8]2[C:13]([C:14]=1[Cl:38])=[CH:12][C:11]([O:15][C:16](=[O:18])[CH3:17])=[CH:10][CH:9]=2)=[O:5])[CH3:2]. (4) Given the reactants [N:1]1[CH:6]=[CH:5][C:4]([C:7]2[N:8]=[C:9](O)[C:10]3[CH:16]=[CH:15][CH:14]=[N:13][C:11]=3[N:12]=2)=[CH:3][CH:2]=1.C([C:21]1[CH:26]=[C:25](C(C)C)[CH:24]=[C:23](C(C)C)[C:22]=1S(Cl)(=O)=O)(C)C.CC[N:39]([CH2:42]C)[CH2:40][CH3:41].[C:44]([O:48][C:49]([N:51]1CCN[CH2:53][C@@H:52]1CO)=[O:50])([CH3:47])([CH3:46])[CH3:45].C[C:60](N(C)C)=[O:61], predict the reaction product. The product is: [C:44]([O:48][C:49]([N:51]1[CH2:52][CH2:53][N:13]([C:11]2[C:10]3[C:41]([O:61][CH3:60])=[CH:40][N:39]=[CH:42][C:9]=3[N:8]=[C:7]([C:4]3[CH:3]=[CH:2][N:1]=[CH:6][CH:5]=3)[N:12]=2)[CH2:14][C@H:15]1[CH2:16][C:21]1[CH:22]=[CH:23][CH:24]=[CH:25][CH:26]=1)=[O:50])([CH3:45])([CH3:47])[CH3:46]. (5) Given the reactants C([O:5][C:6]([N:8]1[CH2:12][CH2:11][CH2:10][C@H:9]1[C:13]1[NH:17][C:16]2[CH:18]=[C:19]([C:22]3[CH:27]=[CH:26][C:25]([C:28]4[CH:33]=[CH:32][C:31]([C:34]5[NH:38][C:37]([C@@H:39]6[CH2:43][CH2:42][CH2:41][N:40]6[C:44]([O:46][CH2:47][C:48]6[CH:53]=[CH:52][CH:51]=[CH:50][CH:49]=6)=[O:45])=[N:36][CH:35]=5)=[CH:30][CH:29]=4)=[CH:24][CH:23]=3)[CH:20]=[CH:21][C:15]=2[N:14]=1)=O)(C)(C)C.Cl.[CH3:55][O:56][C:57]([NH:59][C@@H:60]([CH:64]([CH3:66])[CH3:65])C(O)=O)=[O:58].CN(C(ON1N=NC2C=CC=NC1=2)=[N+](C)C)C.F[P-](F)(F)(F)(F)F.C(N(C(C)C)CC)(C)C, predict the reaction product. The product is: [CH3:55][O:56][C:57]([NH:59][C@H:60]([CH:64]([CH3:66])[CH3:65])[C:6]([N:8]1[CH2:12][CH2:11][CH2:10][C@H:9]1[C:13]1[NH:17][C:16]2[CH:18]=[C:19]([C:22]3[CH:23]=[CH:24][C:25]([C:28]4[CH:33]=[CH:32][C:31]([C:34]5[NH:38][C:37]([C@@H:39]6[CH2:43][CH2:42][CH2:41][N:40]6[C:44]([O:46][CH2:47][C:48]6[CH:49]=[CH:50][CH:51]=[CH:52][CH:53]=6)=[O:45])=[N:36][CH:35]=5)=[CH:30][CH:29]=4)=[CH:26][CH:27]=3)[CH:20]=[CH:21][C:15]=2[N:14]=1)=[O:5])=[O:58].